Dataset: Peptide-MHC class II binding affinity with 134,281 pairs from IEDB. Task: Regression. Given a peptide amino acid sequence and an MHC pseudo amino acid sequence, predict their binding affinity value. This is MHC class II binding data. (1) The MHC is DRB1_0401 with pseudo-sequence DRB1_0401. The binding affinity (normalized) is 0.693. The peptide sequence is VPLYNRFSYIPNGAL. (2) The peptide sequence is ISGLKPGVDYTITVY. The MHC is DRB1_1101 with pseudo-sequence DRB1_1101. The binding affinity (normalized) is 0.303. (3) The peptide sequence is KPHYYTFGKADIAAN. The MHC is DRB1_0101 with pseudo-sequence DRB1_0101. The binding affinity (normalized) is 0.383. (4) The peptide sequence is IQDLELSWNLNGLQAY. The MHC is DRB1_1302 with pseudo-sequence DRB1_1302. The binding affinity (normalized) is 0.581.